From a dataset of Reaction yield outcomes from USPTO patents with 853,638 reactions. Predict the reaction yield, written as a fraction of the theoretical maximum amount of product (1.0 means a 100% yield; for example, 0.34 means a 34% yield). (1) The reactants are [CH2:1]([O:3][C:4]([C:6]1[CH:10]=[N:9][N:8]([CH2:11][C:12]2[CH:17]=[CH:16][CH:15]=[CH:14][CH:13]=2)[C:7]=1[C:18]([OH:20])=O)=[O:5])[CH3:2].[C:21]1([C:27]2[N:36]=[C:30]3[CH:31]=[C:32]([NH2:35])[CH:33]=[CH:34][N:29]3[N:28]=2)[CH:26]=[CH:25][CH:24]=[CH:23][CH:22]=1. The catalyst is C(Cl)(=O)C(Cl)=O. The product is [CH2:1]([O:3][C:4]([C:6]1[CH:10]=[N:9][N:8]([CH2:11][C:12]2[CH:13]=[CH:14][CH:15]=[CH:16][CH:17]=2)[C:7]=1[C:18](=[O:20])[NH:35][C:32]1[CH:33]=[CH:34][N:29]2[N:28]=[C:27]([C:21]3[CH:26]=[CH:25][CH:24]=[CH:23][CH:22]=3)[N:36]=[C:30]2[CH:31]=1)=[O:5])[CH3:2]. The yield is 0.530. (2) The reactants are [CH2:1]([C:4]1([S:7]([NH:10][C:11]2[CH:16]=[CH:15][C:14]([F:17])=[C:13]([F:18])[C:12]=2[NH:19][C:20]2[CH:25]=[CH:24][C:23]([I:26])=[CH:22][C:21]=2[F:27])(=[O:9])=[O:8])[CH2:6][CH2:5]1)C=C.C[N+]1([O-])CC[O:32]CC1.CCO[C:39]([CH3:41])=[O:40]. The catalyst is C1COCC1.O.[Os](=O)(=O)(=O)=O. The product is [F:18][C:13]1[C:12]([NH:19][C:20]2[CH:25]=[CH:24][C:23]([I:26])=[CH:22][C:21]=2[F:27])=[C:11]([NH:10][S:7]([C:4]2([CH2:1][CH:39]([OH:40])[CH2:41][OH:32])[CH2:6][CH2:5]2)(=[O:8])=[O:9])[CH:16]=[CH:15][C:14]=1[F:17]. The yield is 0.790.